From a dataset of Catalyst prediction with 721,799 reactions and 888 catalyst types from USPTO. Predict which catalyst facilitates the given reaction. (1) Reactant: [F:1][C:2]1([F:30])[CH2:7][CH2:6][CH:5]([CH2:8][NH:9][C:10]([C:12]2[C:13]3[CH:14]=[CH:15][C:16]([C:23]4[CH2:24][CH2:25][N:26]([CH3:29])[CH2:27][CH:28]=4)=[N:17][C:18]=3[CH:19]=[CH:20][C:21]=2[Cl:22])=[O:11])[CH2:4][CH2:3]1.C([SiH](CC)CC)C. Product: [F:30][C:2]1([F:1])[CH2:7][CH2:6][CH:5]([CH2:8][NH:9][C:10]([C:12]2[C:13]3[CH:14]=[CH:15][C:16]([CH:23]4[CH2:24][CH2:25][N:26]([CH3:29])[CH2:27][CH2:28]4)=[N:17][C:18]=3[CH:19]=[CH:20][C:21]=2[Cl:22])=[O:11])[CH2:4][CH2:3]1. The catalyst class is: 45. (2) Reactant: [CH2:1]([C:8]1[C:16]2[C:11](=[CH:12][CH:13]=[C:14]([C:17]3[CH:26]=[CH:25][C:20]([O:21][CH2:22][C:23]#[N:24])=[CH:19][CH:18]=3)[CH:15]=2)[N:10]([CH3:27])[C:9]=1[C:28]1[CH:33]=[CH:32][CH:31]=[CH:30][CH:29]=1)[C:2]1[CH:7]=[CH:6][CH:5]=[CH:4][CH:3]=1.[N-:34]=[N+:35]=[N-:36].[Na+].[NH4+].[Cl-]. Product: [CH2:1]([C:8]1[C:16]2[C:11](=[CH:12][CH:13]=[C:14]([C:17]3[CH:26]=[CH:25][C:20]([O:21][CH2:22][C:23]4[NH:36][N:35]=[N:34][N:24]=4)=[CH:19][CH:18]=3)[CH:15]=2)[N:10]([CH3:27])[C:9]=1[C:28]1[CH:33]=[CH:32][CH:31]=[CH:30][CH:29]=1)[C:2]1[CH:3]=[CH:4][CH:5]=[CH:6][CH:7]=1. The catalyst class is: 3.